This data is from Full USPTO retrosynthesis dataset with 1.9M reactions from patents (1976-2016). The task is: Predict the reactants needed to synthesize the given product. (1) Given the product [CH3:11][C:10]1[N:9]([C:12]2[CH:17]=[CH:16][CH:15]=[C:14]([C:18]([F:20])([F:21])[F:19])[CH:13]=2)[C:8](=[O:22])[C:7]([C:23]([NH:25][CH2:26][C:27]2[CH:28]=[CH:29][C:30]([S:33]([CH3:36])(=[O:35])=[O:34])=[CH:31][CH:32]=2)=[O:24])=[CH:6][C:5]=1[C:3]1[N:39]=[CH:37][O:38][CH:2]=1, predict the reactants needed to synthesize it. The reactants are: Br[CH2:2][C:3]([C:5]1[CH:6]=[C:7]([C:23]([NH:25][CH2:26][C:27]2[CH:32]=[CH:31][C:30]([S:33]([CH3:36])(=[O:35])=[O:34])=[CH:29][CH:28]=2)=[O:24])[C:8](=[O:22])[N:9]([C:12]2[CH:17]=[CH:16][CH:15]=[C:14]([C:18]([F:21])([F:20])[F:19])[CH:13]=2)[C:10]=1[CH3:11])=O.[CH:37]([NH2:39])=[O:38].C1(C)C(C)=CC=CC=1.OS(O)(=O)=O. (2) The reactants are: Cl[C:2]1[C:3]2[CH2:11][N:10]([C:12]3[CH:19]=[CH:18][C:17]([CH3:20])=[CH:16][C:13]=3[C:14]#[N:15])[CH2:9][CH2:8][C:4]=2[N:5]=[CH:6][N:7]=1.[CH2:21]([NH2:31])[C:22]1[CH:30]=[CH:29][C:28]2[O:27][CH2:26][O:25][C:24]=2[CH:23]=1. Given the product [O:27]1[C:28]2[CH:29]=[CH:30][C:22]([CH2:21][NH:31][C:2]3[C:3]4[CH2:11][N:10]([C:12]5[CH:19]=[CH:18][C:17]([CH3:20])=[CH:16][C:13]=5[C:14]#[N:15])[CH2:9][CH2:8][C:4]=4[N:5]=[CH:6][N:7]=3)=[CH:23][C:24]=2[O:25][CH2:26]1, predict the reactants needed to synthesize it.